This data is from Catalyst prediction with 721,799 reactions and 888 catalyst types from USPTO. The task is: Predict which catalyst facilitates the given reaction. (1) Reactant: [CH2:1]([N:8]1[C:16]([C:17]2[CH:22]=[CH:21][C:20]([OH:23])=[CH:19][CH:18]=2)=[C:15]2[C:10]([C:11]([C:24]([F:27])([F:26])[F:25])=[CH:12][CH:13]=[CH:14]2)=[N:9]1)[C:2]1[CH:7]=[CH:6][CH:5]=[CH:4][CH:3]=1.Br[CH2:29][C:30]1[CH:35]=[CH:34][C:33]([CH:36]([CH3:40])[C:37]([OH:39])=[O:38])=[CH:32][CH:31]=1.C(=O)([O-])[O-].[K+].[K+].Cl. Product: [CH2:1]([N:8]1[C:16]([C:17]2[CH:22]=[CH:21][C:20]([O:23][CH2:29][C:30]3[CH:31]=[CH:32][C:33]([CH:36]([CH3:40])[C:37]([OH:39])=[O:38])=[CH:34][CH:35]=3)=[CH:19][CH:18]=2)=[C:15]2[C:10]([C:11]([C:24]([F:27])([F:25])[F:26])=[CH:12][CH:13]=[CH:14]2)=[N:9]1)[C:2]1[CH:7]=[CH:6][CH:5]=[CH:4][CH:3]=1. The catalyst class is: 18. (2) Reactant: C(=O)([O-])[O-].[K+].[K+].N1CCOCC1.[CH3:13][C:14]1[C:19]([N+:20]([O-:22])=[O:21])=[CH:18][N:17]=[C:16]2[N:23](S(C3C=CC=CC=3)(=O)=O)[CH:24]=[CH:25][C:15]=12. Product: [CH3:13][C:14]1[C:19]([N+:20]([O-:22])=[O:21])=[CH:18][N:17]=[C:16]2[NH:23][CH:24]=[CH:25][C:15]=12. The catalyst class is: 5. (3) Product: [N:50]1[C:58]2[CH:57]=[C:56]([NH:62][C:63]3[N:64]=[C:65]([O:71][CH:72]([CH3:77])[CH2:73][N:74]([CH3:76])[CH3:75])[C:66]([C:69]#[N:70])=[N:67][CH:68]=3)[N:55]=[CH:54][C:53]=2[NH:52][CH:51]=1. The catalyst class is: 101. Reactant: CC1(C)C2C=CC=C(P(C3C=CC=CC=3)C3C=CC=CC=3)C=2OC2C1=CC=CC=2P(C1C=CC=CC=1)C1C=CC=CC=1.COC1C=CC(C[N:50]2[C:58]3[CH:57]=[C:56](Br)[N:55]=[CH:54][C:53]=3[N:52]=[CH:51]2)=CC=1.[NH2:62][C:63]1[N:64]=[C:65]([O:71][CH:72]([CH3:77])[CH2:73][N:74]([CH3:76])[CH3:75])[C:66]([C:69]#[N:70])=[N:67][CH:68]=1.CN(C=O)C.C(=O)([O-])[O-].[Cs+].[Cs+].CC1C=CC(S(O)(=O)=O)=CC=1.